Dataset: Full USPTO retrosynthesis dataset with 1.9M reactions from patents (1976-2016). Task: Predict the reactants needed to synthesize the given product. (1) Given the product [OH:5][C:6]1[CH:7]=[C:8]2[C:35](=[CH:36][C:37]=1[CH3:38])[O:34][C:11]1([CH2:20][C:19]([CH3:22])([CH3:21])[C:18]3[C:13](=[CH:14][C:15]([CH3:33])=[C:16]([O:23][CH2:24][CH2:25][N:26]4[C:30]([CH3:31])=[CH:29][C:28]([CH3:32])=[N:27]4)[CH:17]=3)[O:12]1)[CH2:10][C:9]2([CH3:40])[CH3:39], predict the reactants needed to synthesize it. The reactants are: CS([O:5][C:6]1[CH:7]=[C:8]2[C:35](=[CH:36][C:37]=1[CH3:38])[O:34][C:11]1([CH2:20][C:19]([CH3:22])([CH3:21])[C:18]3[C:13](=[CH:14][C:15]([CH3:33])=[C:16]([O:23][CH2:24][CH2:25][N:26]4[C:30]([CH3:31])=[CH:29][C:28]([CH3:32])=[N:27]4)[CH:17]=3)[O:12]1)[CH2:10][C:9]2([CH3:40])[CH3:39])(=O)=O.[OH-].[Na+]. (2) The reactants are: [Cl:1][C:2]1[CH:7]=[CH:6][C:5]([OH:8])=[CH:4][CH:3]=1.Cl[C:10]1[C:19]2[C:14](=[C:15]([O:20][CH3:21])[CH:16]=[CH:17][CH:18]=2)[CH:13]=[C:12]([NH:22][C:23]2[CH:27]=[C:26]([CH3:28])[NH:25][N:24]=2)[N:11]=1. Given the product [Cl:1][C:2]1[CH:7]=[CH:6][C:5]([O:8][C:10]2[C:19]3[C:14](=[C:15]([O:20][CH3:21])[CH:16]=[CH:17][CH:18]=3)[CH:13]=[C:12]([NH:22][C:23]3[CH:27]=[C:26]([CH3:28])[NH:25][N:24]=3)[N:11]=2)=[CH:4][CH:3]=1, predict the reactants needed to synthesize it.